This data is from Reaction yield outcomes from USPTO patents with 853,638 reactions. The task is: Predict the reaction yield, written as a fraction of the theoretical maximum amount of product (1.0 means a 100% yield; for example, 0.34 means a 34% yield). (1) The reactants are [CH3:1][C:2]1[CH:11]=[C:10]([N:12]2[CH2:16][CH2:15][CH2:14][CH2:13]2)[C:9]2[C:4](=[CH:5][C:6]([OH:17])=[CH:7][CH:8]=2)[N:3]=1.[H-].[Na+].Br[CH2:21][C:22]([O:24][CH2:25][CH3:26])=[O:23].C([O-])(O)=O.[Na+]. The catalyst is CN(C)C=O. The product is [CH2:25]([O:24][C:22](=[O:23])[CH2:21][O:17][C:6]1[CH:5]=[C:4]2[C:9]([C:10]([N:12]3[CH2:16][CH2:15][CH2:14][CH2:13]3)=[CH:11][C:2]([CH3:1])=[N:3]2)=[CH:8][CH:7]=1)[CH3:26]. The yield is 0.602. (2) The reactants are Cl[C:2]1[C:11]2[C:6](=[CH:7][C:8]([O:14][CH3:15])=[C:9]([O:12][CH3:13])[CH:10]=2)[N:5]=[CH:4][CH:3]=1.[C:16]([O:25][CH2:26][CH2:27][CH3:28])(=[O:24])[C:17]1[C:18](=[CH:20][CH:21]=[CH:22][CH:23]=1)[OH:19]. The catalyst is CN(C)C1C=CN=CC=1.ClC1C=CC=CC=1Cl. The product is [CH3:13][O:12][C:9]1[CH:10]=[C:11]2[C:6](=[CH:7][C:8]=1[O:14][CH3:15])[N:5]=[CH:4][CH:3]=[C:2]2[O:19][C:18]1[CH:20]=[CH:21][CH:22]=[CH:23][C:17]=1[C:16]([O:25][CH2:26][CH2:27][CH3:28])=[O:24]. The yield is 0.570. (3) The reactants are [N+:1]([C:4]1[CH:13]=[CH:12][C:7]([O:8][CH2:9][CH2:10][OH:11])=[CH:6][CH:5]=1)([O-])=O. The catalyst is CO.[Pd]. The product is [NH2:1][C:4]1[CH:5]=[CH:6][C:7]([O:8][CH2:9][CH2:10][OH:11])=[CH:12][CH:13]=1. The yield is 0.990. (4) The reactants are [CH2:1]=[CH:2][C:3](=[CH2:10])[CH2:4][CH2:5][CH2:6][C:7](=[CH2:9])[CH3:8].[Cl:11][C:12]1[C:13](=[O:20])[CH:14]=[C:15](Cl)[C:16](=[O:18])[CH:17]=1. The catalyst is C1C=CC=CC=1.O=[Mn]=O. The product is [Cl:11][C:12]1[C:13](=[O:20])[C:1]2[C:15]([C:16](=[O:18])[CH:17]=1)=[CH:14][CH:10]=[C:3]([CH2:4][CH2:5][CH:6]=[C:7]([CH3:8])[CH3:9])[CH:2]=2. The yield is 0.820. (5) The reactants are C([O:8][C:9]1[N:10]=[N:11][C:12]([C:23]#[C:24][C:25]2[CH:30]=[CH:29][CH:28]=[C:27]([F:31])[CH:26]=2)=[CH:13][C:14]=1[O:15]CC1C=CC=CC=1)C1C=CC=CC=1. The catalyst is CO. The product is [F:31][C:27]1[CH:26]=[C:25]([CH2:24][CH2:23][C:12]2[CH:13]=[C:14]([OH:15])[C:9](=[O:8])[NH:10][N:11]=2)[CH:30]=[CH:29][CH:28]=1. The yield is 0.630. (6) The reactants are [OH:1][C:2]1[CH:9]=[CH:8][C:5]([CH:6]=[O:7])=[CH:4][CH:3]=1.C1(P(C2C=CC=CC=2)C2C=CC=CC=2)C=CC=CC=1.[CH2:29](O)[CH2:30][CH2:31][CH2:32][CH2:33][CH2:34][CH2:35][CH2:36][CH2:37][C:38]#[CH:39].N(C(OC(C)C)=O)=NC(OC(C)C)=O. The catalyst is ClCCl.O1CCOCC1. The product is [CH2:39]([O:1][C:2]1[CH:9]=[CH:8][C:5]([CH:6]=[O:7])=[CH:4][CH:3]=1)[CH2:38][CH2:37][CH2:36][CH2:35][CH2:34][CH2:33][CH2:32][CH2:31][C:30]#[CH:29]. The yield is 0.520.